Dataset: CYP2D6 inhibition data for predicting drug metabolism from PubChem BioAssay. Task: Regression/Classification. Given a drug SMILES string, predict its absorption, distribution, metabolism, or excretion properties. Task type varies by dataset: regression for continuous measurements (e.g., permeability, clearance, half-life) or binary classification for categorical outcomes (e.g., BBB penetration, CYP inhibition). Dataset: cyp2d6_veith. (1) The compound is Cc1oc(C)c(C(=O)NCCCC(=O)O)c1C(=O)NCCCC(=O)O. The result is 0 (non-inhibitor). (2) The compound is CC(C)=CCNc1ncnc2c1c(C#N)cn2[C@H]1O[C@@H](CO)[C@@H](O)[C@@H]1O. The result is 0 (non-inhibitor). (3) The drug is CC[C@H](CO)NC(=O)[C@@H]1C=C2c3cccc4c3c(cn4C)C[C@@H]2N(C)C1. The result is 1 (inhibitor). (4) The molecule is COc1ccc(C(C(=O)NC2CCCCC2)N(C(=O)Cc2c[nH]c3ccccc23)c2ccc(NC(C)=O)cc2)cc1OC. The result is 0 (non-inhibitor). (5) The drug is c1ccc(SC(Sc2ccccc2)c2ccc3c(c2)OCO3)cc1. The result is 1 (inhibitor). (6) The drug is O=C(Oc1ccc2c(c1)CN(Cc1ccccc1)CO2)c1ccccc1. The result is 1 (inhibitor). (7) The compound is Cc1cc2c(=O)n(NC(=O)c3ccc(COc4ccc(F)cc4)o3)c(C)nc2s1. The result is 0 (non-inhibitor). (8) The compound is COC(=O)[C@@]1(Cc2ccc(F)cc2)[C@H]2c3cc(C(=O)N4CCCC4)n(Cc4ccc(C)c(F)c4F)c3C[C@H]2CN1C(=O)c1ccccc1. The result is 0 (non-inhibitor). (9) The drug is COc1cccc(Nc2ncc3nc(CCc4ccccc4)c(=O)n(Cc4cccs4)c3n2)c1. The result is 0 (non-inhibitor). (10) The molecule is CCOc1ccc(-n2c(N)c(C(=O)NCC3CCCO3)sc2=S)cc1. The result is 0 (non-inhibitor).